Dataset: Forward reaction prediction with 1.9M reactions from USPTO patents (1976-2016). Task: Predict the product of the given reaction. (1) Given the reactants [Cl:1][C:2]1[C:3]([C:9]2[C:14]([F:15])=[CH:13][CH:12]=[C:11]([F:16])[N:10]=2)=[CH:4][C:5](F)=[N:6][CH:7]=1.[NH2:17][C@H:18]1[CH2:23][CH2:22][C@H:21]([NH2:24])[CH2:20][CH2:19]1, predict the reaction product. The product is: [Cl:1][C:2]1[C:3]([C:9]2[C:14]([F:15])=[CH:13][CH:12]=[C:11]([F:16])[N:10]=2)=[CH:4][C:5]([NH:17][C@H:18]2[CH2:23][CH2:22][C@H:21]([NH2:24])[CH2:20][CH2:19]2)=[N:6][CH:7]=1. (2) Given the reactants [F:1][C:2]1[CH:7]=[CH:6][C:5]([CH:8]([N:10]2[CH2:15][CH2:14][N:13](C(OC(C)(C)C)=O)[CH2:12][CH2:11]2)[CH3:9])=[CH:4][CH:3]=1.Cl, predict the reaction product. The product is: [F:1][C:2]1[CH:7]=[CH:6][C:5]([CH:8]([N:10]2[CH2:11][CH2:12][NH:13][CH2:14][CH2:15]2)[CH3:9])=[CH:4][CH:3]=1. (3) Given the reactants F[C:2]1[CH:11]=[C:10]2[C:5]([CH:6]=[N:7][C:8]([NH:12][C@H:13]3[CH2:18][CH2:17][C@H:16]([OH:19])[CH2:15][CH2:14]3)=[N:9]2)=[CH:4][CH:3]=1.[CH3:20][O-:21].[Na+], predict the reaction product. The product is: [CH3:20][O:21][C:2]1[CH:11]=[C:10]2[C:5]([CH:6]=[N:7][C:8]([NH:12][C@H:13]3[CH2:18][CH2:17][C@H:16]([OH:19])[CH2:15][CH2:14]3)=[N:9]2)=[CH:4][CH:3]=1. (4) The product is: [CH3:28][O:1][C:2]1[C:7]([O:8][CH3:9])=[C:6]([O:10][CH3:11])[CH:5]=[CH:4][C:3]=1[C:12]([C:14]1[CH:15]=[C:16]([O:24][CH3:25])[C:17]([O:22][CH3:23])=[C:18]([O:20][CH3:21])[CH:19]=1)=[O:13]. Given the reactants [OH:1][C:2]1[C:7]([O:8][CH3:9])=[C:6]([O:10][CH3:11])[CH:5]=[CH:4][C:3]=1[C:12]([C:14]1[CH:19]=[C:18]([O:20][CH3:21])[C:17]([O:22][CH3:23])=[C:16]([O:24][CH3:25])[CH:15]=1)=[O:13].IC.[C:28]([O-])([O-])=O.[Na+].[Na+].COC1C=C(C(C2C=CC(OC)=C(OC)C=2OC)=O)C=C(OC)C=1, predict the reaction product. (5) Given the reactants [Mg].II.Br[C:5]1[CH:10]=[CH:9][CH:8]=[CH:7][CH:6]=1.[CH3:11][CH:12]([CH2:30][CH2:31][CH2:32][CH:33]([CH3:40])[CH2:34][CH2:35][CH2:36][CH:37]([CH3:39])[CH3:38])[CH2:13][CH2:14][O:15][C:16]1[CH:28]=[CH:27][C:26]2[C:25]3[C:20](=[CH:21][CH:22]=[CH:23][CH:24]=3)[C:19](=[O:29])[C:18]=2[CH:17]=1, predict the reaction product. The product is: [CH3:11][CH:12]([CH2:30][CH2:31][CH2:32][CH:33]([CH3:40])[CH2:34][CH2:35][CH2:36][CH:37]([CH3:39])[CH3:38])[CH2:13][CH2:14][O:15][C:16]1[CH:28]=[CH:27][C:26]2[C:25]3[C:20](=[CH:21][CH:22]=[CH:23][CH:24]=3)[C:19]([C:5]3[CH:10]=[CH:9][CH:8]=[CH:7][CH:6]=3)([OH:29])[C:18]=2[CH:17]=1. (6) Given the reactants FC1C=CC=C(F)C=1C(Cl)=O.[F:12][C:13]1[CH:18]=[CH:17][CH:16]=[C:15]([F:19])[C:14]=1[C:20]([N:22]=[C:23]=[S:24])=[O:21].[CH3:25][O:26][C:27]1[CH:28]=[C:29]2[C:34](=[CH:35][C:36]=1[O:37][CH3:38])[N:33]=[CH:32][CH:31]=[C:30]2[O:39][C:40]1[CH:46]=[CH:45][C:43]([NH2:44])=[CH:42][CH:41]=1.C1(C)C=CC=CC=1, predict the reaction product. The product is: [F:12][C:13]1[CH:18]=[CH:17][CH:16]=[C:15]([F:19])[C:14]=1[C:20]([N:22]=[C:23]=[S:24])=[O:21].[F:12][C:13]1[CH:18]=[CH:17][CH:16]=[C:15]([F:19])[C:14]=1[C:20]([NH:22][C:23]([NH:44][C:43]1[CH:45]=[CH:46][C:40]([O:39][C:30]2[C:29]3[C:34](=[CH:35][C:36]([O:37][CH3:38])=[C:27]([O:26][CH3:25])[CH:28]=3)[N:33]=[CH:32][CH:31]=2)=[CH:41][CH:42]=1)=[S:24])=[O:21]. (7) Given the reactants [CH3:1][NH:2][C:3]1[CH:8]=[CH:7][C:6]([B:9]2[O:13][C:12]([CH3:15])([CH3:14])[C:11]([CH3:17])([CH3:16])[O:10]2)=[CH:5][CH:4]=1.C(N(CC)C(C)C)(C)C.Cl[C:28]([O:30][CH3:31])=[O:29], predict the reaction product. The product is: [CH3:1][N:2]([C:3]1[CH:4]=[CH:5][C:6]([B:9]2[O:13][C:12]([CH3:15])([CH3:14])[C:11]([CH3:17])([CH3:16])[O:10]2)=[CH:7][CH:8]=1)[C:28](=[O:29])[O:30][CH3:31]. (8) Given the reactants [CH2:1]([C:8]1([OH:14])[CH2:13][CH2:12][NH:11][CH2:10][CH2:9]1)[C:2]1[CH:7]=[CH:6][CH:5]=[CH:4][CH:3]=1.Br[CH2:16][C:17]#[N:18], predict the reaction product. The product is: [CH2:1]([C:8]1([OH:14])[CH2:13][CH2:12][N:11]([CH2:16][C:17]#[N:18])[CH2:10][CH2:9]1)[C:2]1[CH:3]=[CH:4][CH:5]=[CH:6][CH:7]=1. (9) Given the reactants [Cl:1][C:2]1[C:3]([C:8]#[N:9])=[N:4][CH:5]=[CH:6][CH:7]=1.C1C[O:13][CH2:12]C1, predict the reaction product. The product is: [Cl:1][C:2]1[C:3]([CH2:8][NH:9][CH:12]=[O:13])=[N:4][CH:5]=[CH:6][CH:7]=1. (10) Given the reactants [CH3:1][N:2]1[CH2:7][CH2:6][NH:5][CH2:4][CH2:3]1.[Cl:8][C:9]1[CH:14]=[C:13]([N+:15]([O-:17])=[O:16])[CH:12]=[CH:11][C:10]=1F, predict the reaction product. The product is: [Cl:8][C:9]1[CH:14]=[C:13]([N+:15]([O-:17])=[O:16])[CH:12]=[CH:11][C:10]=1[N:5]1[CH2:6][CH2:7][N:2]([CH3:1])[CH2:3][CH2:4]1.